Dataset: Catalyst prediction with 721,799 reactions and 888 catalyst types from USPTO. Task: Predict which catalyst facilitates the given reaction. (1) Reactant: [N:1]1[C:11]2[C:6](=[CH:7][CH:8]=[CH:9][CH:10]=2)[C:4]([CH3:5])=[CH:3][CH:2]=1.[Br:12][CH2:13][CH2:14][CH2:15][OH:16]. Product: [Br-:12].[OH:16][CH2:15][CH2:14][CH2:13][N+:1]1[C:11]2[C:6](=[CH:7][CH:8]=[CH:9][CH:10]=2)[C:4]([CH3:5])=[CH:3][CH:2]=1. The catalyst class is: 10. (2) Reactant: [N-:1]=[N+]=[N-].[Na+].[Cl:5][C:6]1[C:7]([C:14]([O:16][CH3:17])=[O:15])=[N:8][C:9]([F:13])=[CH:10][C:11]=1F.O. Product: [NH2:1][C:11]1[CH:10]=[C:9]([F:13])[N:8]=[C:7]([C:14]([O:16][CH3:17])=[O:15])[C:6]=1[Cl:5]. The catalyst class is: 9. (3) Reactant: [F:1][C:2]1([F:52])[CH2:7][CH2:6][CH:5]([C:8]2[C:17]3[C@@H:16]([OH:18])[CH2:15][C:14]([CH3:20])([CH3:19])[CH2:13][C:12]=3[N:11]=[C:10]([CH:21]3[CH2:26][CH2:25][N:24]([C:27]4[N:32]=[CH:31][C:30]([O:33][CH2:34][CH2:35][C:36]([OH:39])([CH3:38])[CH3:37])=[CH:29][N:28]=4)[CH2:23][CH2:22]3)[C:9]=2[C@@H:40]([F:51])[C:41]2[CH:46]=[CH:45][C:44]([C:47]([F:50])([F:49])[F:48])=[CH:43][CH:42]=2)[CH2:4][CH2:3]1.C(OC(C)C)(=O)C.[CH3:60][S:61](O)(=[O:63])=[O:62]. Product: [CH3:60][S:61]([O:18][C@H:16]1[CH2:15][C:14]([CH3:19])([CH3:20])[CH2:13][C:12]2[N:11]=[C:10]([CH:21]3[CH2:22][CH2:23][N:24]([C:27]4[N:32]=[CH:31][C:30]([O:33][CH2:34][CH2:35][C:36]([OH:39])([CH3:37])[CH3:38])=[CH:29][N:28]=4)[CH2:25][CH2:26]3)[C:9]([C@@H:40]([F:51])[C:41]3[CH:46]=[CH:45][C:44]([C:47]([F:49])([F:48])[F:50])=[CH:43][CH:42]=3)=[C:8]([CH:5]3[CH2:4][CH2:3][C:2]([F:1])([F:52])[CH2:7][CH2:6]3)[C:17]1=2)(=[O:63])=[O:62]. The catalyst class is: 6. (4) Reactant: Br[CH2:2][CH2:3][CH2:4][CH2:5][CH2:6][CH2:7][CH2:8][CH2:9][O:10]C1CCCCO1.[CH3:17][CH2:18][CH2:19]CC. Product: [CH2:9]([OH:10])[CH2:8][CH2:7][CH2:6][CH2:5][CH2:4][CH2:3][CH2:2][CH2:19][C:18]#[CH:17]. The catalyst class is: 16. (5) Reactant: [N+:1]([O:4][CH:5]([CH2:33][O:34][N+:35]([O-:37])=[O:36])[CH2:6][O:7][C:8]([O:10][CH2:11]/[C:12](/[C:23]1[CH:28]=[CH:27][C:26]([S:29]([CH3:32])(=[O:31])=[O:30])=[CH:25][CH:24]=1)=[C:13](/[C:17]1[CH:22]=[CH:21][CH:20]=[CH:19][CH:18]=1)\[C:14]([OH:16])=[O:15])=[O:9])([O-:3])=[O:2].[CH2:38](Br)[C:39]1[CH:44]=[CH:43][CH:42]=[CH:41][CH:40]=1.C(=O)([O-])[O-].[K+].[K+]. Product: [N+:1]([O:4][CH:5]([CH2:33][O:34][N+:35]([O-:37])=[O:36])[CH2:6][O:7][C:8]([O:10][CH2:11]/[C:12](/[C:23]1[CH:24]=[CH:25][C:26]([S:29]([CH3:32])(=[O:30])=[O:31])=[CH:27][CH:28]=1)=[C:13](/[C:17]1[CH:18]=[CH:19][CH:20]=[CH:21][CH:22]=1)\[C:14]([O:16][CH2:38][C:39]1[CH:44]=[CH:43][CH:42]=[CH:41][CH:40]=1)=[O:15])=[O:9])([O-:3])=[O:2]. The catalyst class is: 3.